From a dataset of Catalyst prediction with 721,799 reactions and 888 catalyst types from USPTO. Predict which catalyst facilitates the given reaction. Reactant: Cl[C:2](=[N:13][OH:14])[C:3]1[CH:12]=[CH:11][C:6]([C:7]([O:9][CH3:10])=[O:8])=[CH:5][CH:4]=1.[Cl:15][C:16]1[CH:21]=[CH:20][C:19]([C:22]#[CH:23])=[CH:18][CH:17]=1.C(N(CC)CC)C.O. Product: [Cl:15][C:16]1[CH:21]=[CH:20][C:19]([C:22]2[O:14][N:13]=[C:2]([C:3]3[CH:12]=[CH:11][C:6]([C:7]([O:9][CH3:10])=[O:8])=[CH:5][CH:4]=3)[CH:23]=2)=[CH:18][CH:17]=1. The catalyst class is: 7.